From a dataset of Forward reaction prediction with 1.9M reactions from USPTO patents (1976-2016). Predict the product of the given reaction. (1) Given the reactants [NH2:1][C:2]1[C:3]2[N:4]([C:8]([C@@H:12]3C[CH2:16][CH2:15][N:14]([C:18]([O:20][CH2:21][C:22]4[CH:27]=[CH:26][CH:25]=[CH:24][CH:23]=4)=[O:19])[CH2:13]3)=[N:9][C:10]=2[Br:11])[CH:5]=[CH:6][N:7]=1.C(OC(N1CC[S:38]C(C(O)=O)C1)=O)(C)(C)C, predict the reaction product. The product is: [NH2:1][C:2]1[C:3]2[N:4]([C:8]([CH:12]3[S:38][CH2:16][CH2:15][N:14]([C:18]([O:20][CH2:21][C:22]4[CH:27]=[CH:26][CH:25]=[CH:24][CH:23]=4)=[O:19])[CH2:13]3)=[N:9][C:10]=2[Br:11])[CH:5]=[CH:6][N:7]=1. (2) Given the reactants [F:1][C:2]([F:11])([F:10])[C:3]1[CH:4]=[C:5]([OH:9])[CH:6]=[CH:7][CH:8]=1.C1(=O)O[CH2:15][CH2:14][O:13]1, predict the reaction product. The product is: [F:1][C:2]([F:10])([F:11])[C:3]1[CH:4]=[C:5]([CH:6]=[CH:7][CH:8]=1)[O:9][CH2:15][CH2:14][OH:13]. (3) Given the reactants C(O)C.[CH3:4][N:5]([CH:22]1[CH2:27][CH2:26][O:25][CH2:24][CH2:23]1)[C:6]([N:8]1[CH:12]=[C:11]([C:13]2[CH:18]=[CH:17][CH:16]=[C:15]([N+:19]([O-])=O)[CH:14]=2)[N:10]=[CH:9]1)=[O:7], predict the reaction product. The product is: [NH2:19][C:15]1[CH:14]=[C:13]([C:11]2[N:10]=[CH:9][N:8]([C:6]([N:5]([CH3:4])[CH:22]3[CH2:27][CH2:26][O:25][CH2:24][CH2:23]3)=[O:7])[CH:12]=2)[CH:18]=[CH:17][CH:16]=1. (4) Given the reactants C(OC([N:8]1[CH2:13][CH2:12][CH:11]([NH:14][C:15]2[C:24]3[C:19](=[CH:20][CH:21]=[CH:22][CH:23]=3)[N:18]=[CH:17][CH:16]=2)[CH2:10][CH2:9]1)=O)(C)(C)C.[ClH:25], predict the reaction product. The product is: [ClH:25].[ClH:25].[NH:8]1[CH2:9][CH2:10][CH:11]([NH:14][C:15]2[C:24]3[C:19](=[CH:20][CH:21]=[CH:22][CH:23]=3)[N:18]=[CH:17][CH:16]=2)[CH2:12][CH2:13]1. (5) Given the reactants [CH2:1]([NH:3][C:4]([C:6]1[CH:11]=[CH:10][C:9]([N:12]2[CH2:17][CH2:16][N:15](C(OC(C)(C)C)=O)[CH2:14][CH2:13]2)=[C:8]([CH3:25])[CH:7]=1)=[O:5])[CH3:2].[ClH:26], predict the reaction product. The product is: [ClH:26].[CH2:1]([NH:3][C:4](=[O:5])[C:6]1[CH:11]=[CH:10][C:9]([N:12]2[CH2:13][CH2:14][NH:15][CH2:16][CH2:17]2)=[C:8]([CH3:25])[CH:7]=1)[CH3:2]. (6) Given the reactants [N:1]1[NH:2][CH:3]=[C:4]2[CH2:10][CH2:9][N:8]([C:11]([O:13][C:14]([CH3:17])([CH3:16])[CH3:15])=[O:12])[CH2:7][CH2:6][C:5]=12.[CH3:18][S:19]([C:22]1[CH:27]=[CH:26][C:25](B(O)O)=[CH:24][CH:23]=1)(=[O:21])=[O:20].N1C=CC=CC=1, predict the reaction product. The product is: [CH3:18][S:19]([C:22]1[CH:27]=[CH:26][C:25]([N:2]2[CH:3]=[C:4]3[C:5]([CH2:6][CH2:7][N:8]([C:11]([O:13][C:14]([CH3:17])([CH3:16])[CH3:15])=[O:12])[CH2:9][CH2:10]3)=[N:1]2)=[CH:24][CH:23]=1)(=[O:21])=[O:20]. (7) Given the reactants Cl[C:2]1[C:11]([C:12]([OH:14])=[O:13])=[C:10]([C:15]2[CH:20]=[CH:19][CH:18]=[C:17]([Cl:21])[CH:16]=2)[C:9]2[CH2:8][CH:7]([CH3:22])[CH2:6][CH2:5][C:4]=2[N:3]=1.C(=O)([O-])[O-].[K+].[K+].[NH:29]1[CH2:33][CH2:32][CH2:31][CH2:30]1.C(O)(=O)CC(CC(O)=O)(C(O)=O)O, predict the reaction product. The product is: [Cl:21][C:17]1[CH:16]=[C:15]([C:10]2[C:9]3[CH2:8][CH:7]([CH3:22])[CH2:6][CH2:5][C:4]=3[N:3]=[C:2]([N:29]3[CH2:33][CH2:32][CH2:31][CH2:30]3)[C:11]=2[C:12]([OH:14])=[O:13])[CH:20]=[CH:19][CH:18]=1.